From a dataset of Forward reaction prediction with 1.9M reactions from USPTO patents (1976-2016). Predict the product of the given reaction. (1) The product is: [Br:1][C:2]1[CH:3]=[C:4]2[C:8](=[C:9]([C:11]([O:13][CH2:14][CH3:15])=[O:12])[CH:10]=1)[NH:7][CH:6]=[C:5]2[CH2:16][CH:17]1[CH2:21][CH2:20][S:33](=[O:36])(=[O:34])[CH2:18]1. Given the reactants [Br:1][C:2]1[CH:3]=[C:4]2[C:8](=[C:9]([C:11]([O:13][CH2:14][CH3:15])=[O:12])[CH:10]=1)[NH:7][CH:6]=[C:5]2[CH2:16][CH:17]1[CH2:21][CH2:20]S[CH2:18]1.ClC1C=C(C=CC=1)C(OO)=O.[S:33]([O-:36])([O-])=[O:34].[Na+].[Na+], predict the reaction product. (2) Given the reactants BrCCCC#CC1C=C[C:10]([NH:13][C:14]([NH:16][CH2:17][C:18]2[C:19]([NH:31][CH:32]3[CH2:37][CH2:36][O:35][CH2:34][CH2:33]3)=[C:20]3[CH:28]=[N:27][N:26]([CH2:29][CH3:30])[C:21]3=[N:22][C:23]=2[CH2:24][CH3:25])=[O:15])=[CH:9]C=1.NC1C=[CH:43][C:42]([CH2:45][CH2:46][CH2:47][CH2:48][O:49][CH2:50][CH2:51][CH2:52][CH2:53][CH2:54][CH2:55][N:56]([CH2:64][C@@H:65]([C:74]2[CH:83]=[CH:82][C:81]([O:84][C:85]([O:87][C:88]([CH3:91])([CH3:90])[CH3:89])=[O:86])=[C:80]3[C:75]=2[CH:76]=[CH:77][C:78]([O:92][C:93]([O:95][C:96]([CH3:99])([CH3:98])[CH3:97])=[O:94])=[N:79]3)[O:66][Si:67]([C:70]([CH3:73])([CH3:72])[CH3:71])([CH3:69])[CH3:68])[C:57](=[O:63])[O:58][C:59]([CH3:62])([CH3:61])[CH3:60])=[CH:41][CH:40]=1, predict the reaction product. The product is: [C:96]([O:95][C:93]([O:92][C:78]1[CH:77]=[CH:76][C:75]2[C:80](=[C:81]([O:84][C:85]([O:87][C:88]([CH3:91])([CH3:90])[CH3:89])=[O:86])[CH:82]=[CH:83][C:74]=2[C@@H:65]([O:66][Si:67]([C:70]([CH3:73])([CH3:72])[CH3:71])([CH3:69])[CH3:68])[CH2:64][N:56]([CH2:55][CH2:54][CH2:53][CH2:52][CH2:51][CH2:50][O:49][CH2:48][CH2:47][CH2:46][CH2:45][C:42]2[CH:41]=[CH:40][C:10]([NH:13][C:14]([NH:16][CH2:17][C:18]3[C:19]([NH:31][CH:32]4[CH2:37][CH2:36][O:35][CH2:34][CH2:33]4)=[C:20]4[CH:28]=[N:27][N:26]([CH2:29][CH3:30])[C:21]4=[N:22][C:23]=3[CH2:24][CH3:25])=[O:15])=[CH:9][CH:43]=2)[C:57](=[O:63])[O:58][C:59]([CH3:62])([CH3:61])[CH3:60])[N:79]=1)=[O:94])([CH3:97])([CH3:98])[CH3:99]. (3) Given the reactants CC[C@H]1[C@H]2C[C@H]([C@H](OC3C4C(=CC=CC=4)C(O[C@H](C4C=CN=C5C=4C=C(OC)C=C5)[C@@H]4N5C[C@H](CC)[C@@H](CC5)C4)=NN=3)C3C=CN=C4C=3C=C([O:22]C)C=C4)N(CC2)C1.[Cl:59][C:60]1[C:69]2[C:64](=[CH:65][CH:66]=[CH:67][CH:68]=2)[CH:63]=[C:62](C)[C:61]=1C=C.S([O-])([O-])=O.[Na+].[Na+].[C:79]([OH:83])(C)([CH3:81])[CH3:80], predict the reaction product. The product is: [Cl:59][C:60]1[C:69]2[C:64](=[CH:65][CH:66]=[CH:67][CH:68]=2)[CH:63]=[C:62]([CH3:61])[C:80]=1[C@H:79]([OH:83])[CH2:81][OH:22]. (4) Given the reactants [NH2:1][C:2]1[S:3][C:4]([C:13]2[CH:14]=[CH:15][C:16](=[O:22])[N:17]([CH:19]([CH3:21])[CH3:20])[N:18]=2)=[C:5]([C:7]2[CH:12]=[CH:11][CH:10]=[CH:9][CH:8]=2)[N:6]=1.[C:23](Cl)(=[O:25])[CH3:24].C(N(CC)CC)C.Cl, predict the reaction product. The product is: [CH:19]([N:17]1[C:16](=[O:22])[CH:15]=[CH:14][C:13]([C:4]2[S:3][C:2]([NH:1][C:23](=[O:25])[CH3:24])=[N:6][C:5]=2[C:7]2[CH:8]=[CH:9][CH:10]=[CH:11][CH:12]=2)=[N:18]1)([CH3:20])[CH3:21]. (5) Given the reactants [OH:1][CH:2]1[C:8]2[CH:9]=[CH:10][CH:11]=[CH:12][C:7]=2[N:6]([C:13]([NH2:15])=[O:14])[C:5]2[CH:16]=[CH:17][CH:18]=[CH:19][C:4]=2[CH2:3]1.CC1(C)N([O])C(C)(C)CCC1.Cl[O-].[Na+].CN(C)C=O, predict the reaction product. The product is: [CH:18]1[CH:17]=[CH:16][C:5]2[N:6]([C:13]([NH2:15])=[O:14])[C:7]3[CH:12]=[CH:11][CH:10]=[CH:9][C:8]=3[C:2](=[O:1])[CH2:3][C:4]=2[CH:19]=1. (6) Given the reactants [F:1][C:2]1[CH:7]=[CH:6][C:5]([C:8]2[N:13]=[CH:12][NH:11][C:10](=[O:14])[C:9]=2[O:15]C)=[CH:4][CH:3]=1.C(Cl)Cl.B(Br)(Br)Br, predict the reaction product. The product is: [F:1][C:2]1[CH:3]=[CH:4][C:5]([C:8]2[N:13]=[CH:12][NH:11][C:10](=[O:14])[C:9]=2[OH:15])=[CH:6][CH:7]=1. (7) Given the reactants Cl.[NH2:2][CH:3]([C:29]1[CH:34]=[CH:33][CH:32]=[C:31]([Cl:35])[C:30]=1[Cl:36])[CH2:4][NH:5][C:6](=[O:28])[CH2:7][N:8]1[C:12](=[O:13])[N:11]([CH2:14][C@H:15]([OH:20])[C:16]([F:19])([F:18])[F:17])[C:10]([C:21]2[CH:26]=[CH:25][C:24]([Cl:27])=[CH:23][CH:22]=2)=[N:9]1.[CH3:37][S:38](Cl)(=[O:40])=[O:39], predict the reaction product. The product is: [Cl:27][C:24]1[CH:25]=[CH:26][C:21]([C:10]2[N:11]([CH2:14][C@H:15]([OH:20])[C:16]([F:18])([F:17])[F:19])[C:12](=[O:13])[N:8]([CH2:7][C:6]([NH:5][CH2:4][CH:3]([C:29]3[CH:34]=[CH:33][CH:32]=[C:31]([Cl:35])[C:30]=3[Cl:36])[NH:2][S:38]([CH3:37])(=[O:40])=[O:39])=[O:28])[N:9]=2)=[CH:22][CH:23]=1. (8) Given the reactants [Cl:1][C:2]1[CH:3]=[CH:4][C:5]([O:18][CH2:19][C:20]2[CH:25]=[CH:24][CH:23]=[CH:22][CH:21]=2)=[C:6]([CH2:8][N:9]2[C:13]([CH3:14])=[CH:12][C:11]([C:15](O)=O)=[N:10]2)[CH:7]=1.[N:26]1[CH:31]=[CH:30][CH:29]=[C:28]([NH2:32])[C:27]=1[NH2:33], predict the reaction product. The product is: [ClH:1].[Cl:1][C:2]1[CH:3]=[CH:4][C:5]([O:18][CH2:19][C:20]2[CH:25]=[CH:24][CH:23]=[CH:22][CH:21]=2)=[C:6]([CH2:8][N:9]2[C:13]([CH3:14])=[CH:12][C:11]([C:15]3[NH:32][C:28]4[C:27]([N:33]=3)=[N:26][CH:31]=[CH:30][CH:29]=4)=[N:10]2)[CH:7]=1.